From a dataset of Reaction yield outcomes from USPTO patents with 853,638 reactions. Predict the reaction yield, written as a fraction of the theoretical maximum amount of product (1.0 means a 100% yield; for example, 0.34 means a 34% yield). (1) The reactants are Cl.[CH3:2][S:3]([C:6]1[CH:11]=[CH:10][C:9]([N:12]2[C:17](=[O:18])[CH:16]=[C:15]([O:19][CH:20]3[CH2:25][CH2:24][NH:23][CH2:22][CH2:21]3)[C:14]([C:26]#[N:27])=[N:13]2)=[CH:8][CH:7]=1)(=[O:5])=[O:4].CCN(C(C)C)C(C)C.[F:37][CH:38]([F:50])[O:39][C:40]1[CH:41]=[N:42][C:43](S(C)(=O)=O)=[N:44][CH:45]=1.CCOC(C)=O. The catalyst is CN1C(=O)CCC1. The product is [F:37][CH:38]([F:50])[O:39][C:40]1[CH:41]=[N:42][C:43]([N:23]2[CH2:24][CH2:25][CH:20]([O:19][C:15]3[C:14]([C:26]#[N:27])=[N:13][N:12]([C:9]4[CH:8]=[CH:7][C:6]([S:3]([CH3:2])(=[O:5])=[O:4])=[CH:11][CH:10]=4)[C:17](=[O:18])[CH:16]=3)[CH2:21][CH2:22]2)=[N:44][CH:45]=1. The yield is 0.150. (2) The reactants are [F:1][C:2]1([F:33])[O:6][C:5]2[CH:7]=[CH:8][C:9]([C:11]3([C:14]([NH:16][C@H:17]4[CH2:22][CH2:21][O:20][C@@H:19]([C:23]5[CH:24]=[C:25]([CH:30]=[CH:31][CH:32]=5)[C:26]([O:28]C)=[O:27])[CH2:18]4)=[O:15])[CH2:13][CH2:12]3)=[CH:10][C:4]=2[O:3]1.[OH-].[Na+]. The catalyst is CO. The product is [F:33][C:2]1([F:1])[O:6][C:5]2[CH:7]=[CH:8][C:9]([C:11]3([C:14]([NH:16][CH:17]4[CH2:22][CH2:21][O:20][CH:19]([C:23]5[CH:24]=[C:25]([CH:30]=[CH:31][CH:32]=5)[C:26]([OH:28])=[O:27])[CH2:18]4)=[O:15])[CH2:13][CH2:12]3)=[CH:10][C:4]=2[O:3]1. The yield is 0.719. (3) The reactants are [Cl:1][C:2]1[CH:3]=[C:4]([CH:9](O)[C:10]([F:13])([F:12])[F:11])[CH:5]=[C:6]([Cl:8])[CH:7]=1.[Br:15]N1C(=O)CCC1=O.P(OC1C=CC=CC=1)(OC1C=CC=CC=1)OC1C=CC=CC=1. The catalyst is C(Cl)Cl. The product is [Br:15][CH:9]([C:4]1[CH:3]=[C:2]([Cl:1])[CH:7]=[C:6]([Cl:8])[CH:5]=1)[C:10]([F:13])([F:12])[F:11]. The yield is 0.400. (4) The reactants are [N:1]1[CH:6]=[CH:5][CH:4]=[CH:3][C:2]=1[C:7]([C:10]1[CH:15]=[CH:14][CH:13]=[CH:12][N:11]=1)=[N:8]O.C([O-])(=O)C.[NH4+].[OH-].[Na+]. The catalyst is C(O)C.[Zn]. The product is [N:1]1[CH:6]=[CH:5][CH:4]=[CH:3][C:2]=1[CH:7]([C:10]1[CH:15]=[CH:14][CH:13]=[CH:12][N:11]=1)[NH2:8]. The yield is 0.610. (5) The reactants are [Cl:1][C:2]1[CH:3]=[C:4]([CH:24]=[CH:25][CH:26]=1)[CH2:5][O:6][C:7]1[CH:16]=[C:15]2[C:10]([CH:11]=[C:12]([CH2:18][C:19](OCC)=[O:20])[C:13](=[O:17])[NH:14]2)=[CH:9][CH:8]=1.[NH3:27]. The catalyst is CO. The product is [Cl:1][C:2]1[CH:3]=[C:4]([CH:24]=[CH:25][CH:26]=1)[CH2:5][O:6][C:7]1[CH:16]=[C:15]2[C:10]([CH:11]=[C:12]([CH2:18][C:19]([NH2:27])=[O:20])[C:13](=[O:17])[NH:14]2)=[CH:9][CH:8]=1. The yield is 0.740. (6) The reactants are [CH2:1]([O:3][C:4]([C:6]1[O:7][C:8]2[CH:15]=[CH:14][CH:13]=[C:12]([C:16]#[C:17][Si](C)(C)C)[C:9]=2[C:10]=1[CH3:11])=[O:5])[CH3:2].[F-].C([N+](CCCC)(CCCC)CCCC)CCC. The catalyst is C1COCC1. The product is [CH2:1]([O:3][C:4]([C:6]1[O:7][C:8]2[CH:15]=[CH:14][CH:13]=[C:12]([C:16]#[CH:17])[C:9]=2[C:10]=1[CH3:11])=[O:5])[CH3:2]. The yield is 0.350. (7) The reactants are [C:1]([O:5][C:6]([N:8]1[CH2:13][CH2:12][CH:11]([C:14]([C:17]2[CH:22]=[CH:21][CH:20]=[C:19]([C:23]([F:26])([F:25])[F:24])[C:18]=2F)=[N:15][OH:16])[CH2:10][CH2:9]1)=[O:7])([CH3:4])([CH3:3])[CH3:2].CC(C)([O-])C.[K+]. The catalyst is C1COCC1. The product is [C:1]([O:5][C:6]([N:8]1[CH2:13][CH2:12][CH:11]([C:14]2[C:17]3[CH:22]=[CH:21][CH:20]=[C:19]([C:23]([F:26])([F:25])[F:24])[C:18]=3[O:16][N:15]=2)[CH2:10][CH2:9]1)=[O:7])([CH3:4])([CH3:3])[CH3:2]. The yield is 0.730. (8) The reactants are [Cl:1][C:2]1[CH:10]=[C:9]2[C:5]([C:6]([C:11](=[O:16])[C:12]([F:15])([F:14])[F:13])=[CH:7][NH:8]2)=[CH:4][C:3]=1[CH3:17].[H-].[Na+].[CH3:20][N:21]([CH2:23][C:24](Cl)=O)[CH3:22].CN(C=[O:31])C. No catalyst specified. The product is [Cl:1][C:2]1[CH:10]=[C:9]2[C:5]([C:6]([C:11](=[O:16])[C:12]([F:13])([F:14])[F:15])=[CH:7][N:8]2[CH2:24][C:23]([N:21]([CH3:22])[CH3:20])=[O:31])=[CH:4][C:3]=1[CH3:17]. The yield is 0.600. (9) The reactants are Cl[C:2]1[N:7]=[C:6]([NH:8][CH:9]2[CH2:13][CH2:12][CH2:11][CH2:10]2)[C:5]([N+:14]([O-:16])=[O:15])=[CH:4][N:3]=1.[NH2:17][C@H:18]1[CH2:23][CH2:22][C@H:21]([OH:24])[CH2:20][CH2:19]1.C(N(CC)C(C)C)(C)C. The catalyst is CN(C=O)C. The product is [CH:9]1([NH:8][C:6]2[C:5]([N+:14]([O-:16])=[O:15])=[CH:4][N:3]=[C:2]([NH:17][C@H:18]3[CH2:23][CH2:22][C@H:21]([OH:24])[CH2:20][CH2:19]3)[N:7]=2)[CH2:13][CH2:12][CH2:11][CH2:10]1. The yield is 0.880. (10) The reactants are FC(F)(F)S(O[CH2:7][C:8]([F:11])([CH3:10])[CH3:9])(=O)=O.[CH3:14][C:15]1([CH3:40])[NH:27][CH:26]([C:28]2[CH:33]=[CH:32][C:31](/[CH:34]=[CH:35]/[C:36]([O:38][CH3:39])=[O:37])=[CH:30][CH:29]=2)[C:18]2[NH:19][C:20]3[C:25]([C:17]=2[CH2:16]1)=[CH:24][CH:23]=[CH:22][CH:21]=3.C(N(CC)C(C)C)(C)C. The catalyst is O1CCOCC1. The product is [F:11][C:8]([CH3:10])([CH3:9])[CH2:7][N:27]1[C:15]([CH3:40])([CH3:14])[CH2:16][C:17]2[C:25]3[C:20](=[CH:21][CH:22]=[CH:23][CH:24]=3)[NH:19][C:18]=2[CH:26]1[C:28]1[CH:29]=[CH:30][C:31](/[CH:34]=[CH:35]/[C:36]([O:38][CH3:39])=[O:37])=[CH:32][CH:33]=1. The yield is 0.591.